From a dataset of Full USPTO retrosynthesis dataset with 1.9M reactions from patents (1976-2016). Predict the reactants needed to synthesize the given product. (1) Given the product [Cl:1][C:2]1[CH:18]=[CH:17][C:5]([O:6][C:7]2[CH:16]=[CH:15][C:10]([C:11]3[CH:25]([C:26]([O:28][CH2:29][CH3:30])=[O:27])[C:19]4([CH2:24][CH2:23][CH2:22][CH2:21][CH2:20]4)[O:13][N:12]=3)=[CH:9][CH:8]=2)=[CH:4][CH:3]=1, predict the reactants needed to synthesize it. The reactants are: [Cl:1][C:2]1[CH:18]=[CH:17][C:5]([O:6][C:7]2[CH:16]=[CH:15][C:10]([C:11](Cl)=[N:12][OH:13])=[CH:9][CH:8]=2)=[CH:4][CH:3]=1.[C:19]1(=[CH:25][C:26]([O:28][CH2:29][CH3:30])=[O:27])[CH2:24][CH2:23][CH2:22][CH2:21][CH2:20]1.C([O-])(O)=O.[Na+]. (2) Given the product [Br:1][C:2]1[C:7]([N:33]2[CH2:39][CH2:38][CH2:37][C@@H:36]([NH:40][C:41](=[O:50])[O:42][CH2:43][C:44]3[CH:45]=[CH:46][CH:47]=[CH:48][CH:49]=3)[CH2:35][CH2:34]2)=[N:6][C:5]([C:9]2[C:17]3[C:12](=[CH:13][N:14]=[C:15]([C:18]4[CH:19]=[N:20][CH:21]=[CH:22][CH:23]=4)[CH:16]=3)[N:11]([CH2:24][O:25][CH2:26][CH2:27][Si:28]([CH3:31])([CH3:30])[CH3:29])[N:10]=2)=[CH:4][CH:3]=1, predict the reactants needed to synthesize it. The reactants are: [Br:1][C:2]1[CH:3]=[CH:4][C:5]([C:9]2[C:17]3[C:12](=[CH:13][N:14]=[C:15]([C:18]4[CH:19]=[N:20][CH:21]=[CH:22][CH:23]=4)[CH:16]=3)[N:11]([CH2:24][O:25][CH2:26][CH2:27][Si:28]([CH3:31])([CH3:30])[CH3:29])[N:10]=2)=[N:6][C:7]=1F.Cl.[NH:33]1[CH2:39][CH2:38][CH2:37][C@@H:36]([NH:40][C:41](=[O:50])[O:42][CH2:43][C:44]2[CH:49]=[CH:48][CH:47]=[CH:46][CH:45]=2)[CH2:35][CH2:34]1. (3) Given the product [Br:15][C:7]([C:4]1[S:5][CH:6]=[C:2]([CH3:1])[N:3]=1)([CH3:13])[C:8]([O:10][CH2:11][CH3:12])=[O:9], predict the reactants needed to synthesize it. The reactants are: [CH3:1][C:2]1[N:3]=[C:4]([CH:7]([CH3:13])[C:8]([O:10][CH2:11][CH3:12])=[O:9])[S:5][CH:6]=1.Cl.[Br-:15].[K+].OO. (4) Given the product [C:1]([C:7]1[CH:18]=[CH:17][CH:16]=[CH:15][C:8]=1[C:9](=[O:10])[CH2:25][C:24]1[CH:28]=[CH:29][C:21]([O:20][CH3:19])=[CH:22][CH:23]=1)#[C:2][CH2:3][CH2:4][CH2:5][CH3:6], predict the reactants needed to synthesize it. The reactants are: [C:1]([C:7]1[CH:18]=[CH:17][CH:16]=[CH:15][C:8]=1[C:9](N(C)OC)=[O:10])#[C:2][CH2:3][CH2:4][CH2:5][CH3:6].[CH3:19][O:20][C:21]1[CH:29]=[CH:28][C:24]([CH2:25][Mg]Cl)=[CH:23][CH:22]=1. (5) Given the product [CH3:27][O:26][C:24]1[C:23]2[C:18](=[CH:19][CH:20]=[CH:21][CH:22]=2)[CH:17]=[C:16]([CH2:15][O:14][C@H:12]2[CH2:13][NH:8][CH2:9][C@@H:10]([O:48][CH2:49][C@H:50]([OH:51])[CH2:54][OH:53])[C@@H:11]2[C:28]2[CH:33]=[CH:32][C:31]([O:34][CH2:35][CH2:36][CH2:37][O:38][C:39]3[CH:44]=[CH:43][CH:42]=[CH:41][C:40]=3[N+:45]([O-:47])=[O:46])=[CH:30][CH:29]=2)[CH:25]=1, predict the reactants needed to synthesize it. The reactants are: C(OC([N:8]1[CH2:13][C@H:12]([O:14][CH2:15][C:16]2[CH:25]=[C:24]([O:26][CH3:27])[C:23]3[C:18](=[CH:19][CH:20]=[CH:21][CH:22]=3)[CH:17]=2)[C@@H:11]([C:28]2[CH:33]=[CH:32][C:31]([O:34][CH2:35][CH2:36][CH2:37][O:38][C:39]3[CH:44]=[CH:43][CH:42]=[CH:41][C:40]=3[N+:45]([O-:47])=[O:46])=[CH:30][CH:29]=2)[C@H:10]([O:48][CH2:49][C@H:50]2[CH2:54][O:53]C(C)(C)[O:51]2)[CH2:9]1)=O)(C)(C)C.Cl. (6) Given the product [Br:1][C:2]1[CH:3]=[C:4]2[C:8](=[C:9]([CH3:11])[CH:10]=1)[NH:7][CH:6]([CH3:13])[CH:5]2[CH3:12], predict the reactants needed to synthesize it. The reactants are: [Br:1][C:2]1[CH:3]=[C:4]2[C:8](=[C:9]([CH3:11])[CH:10]=1)[NH:7][CH:6]=[C:5]2[CH3:12].[C:13]([BH3-])#N.[Na+]. (7) Given the product [CH2:8]1[C:9]2[NH:10][C:11]3[C:16](=[CH:15][CH:14]=[CH:13][CH:12]=3)[C:17]=2[CH2:18][CH:6]([C:4]([OH:5])=[O:3])[CH2:7]1, predict the reactants needed to synthesize it. The reactants are: C([O:3][C:4]([CH:6]1[CH2:18][C:17]2[C:16]3[C:11](=[CH:12][CH:13]=[CH:14][CH:15]=3)[NH:10][C:9]=2[CH2:8][CH2:7]1)=[O:5])C.O.[OH-].[Li+]. (8) Given the product [N:15]1([CH2:2][C:3]2[CH:12]=[CH:11][C:6]([C:7]([O:9][CH3:10])=[O:8])=[CH:5][C:4]=2[O:13][CH3:14])[CH:19]=[CH:18][CH:17]=[N:16]1, predict the reactants needed to synthesize it. The reactants are: Br[CH2:2][C:3]1[CH:12]=[CH:11][C:6]([C:7]([O:9][CH3:10])=[O:8])=[CH:5][C:4]=1[O:13][CH3:14].[NH:15]1[CH:19]=[CH:18][CH:17]=[N:16]1.C([O-])([O-])=O.[K+].[K+].C([O-])(O)=O.[Na+].